This data is from Reaction yield outcomes from USPTO patents with 853,638 reactions. The task is: Predict the reaction yield, written as a fraction of the theoretical maximum amount of product (1.0 means a 100% yield; for example, 0.34 means a 34% yield). (1) The reactants are C(N(CC)CC)C.[CH2:8]([N:10]=[C:11]=[O:12])[CH3:9].[CH3:13][C:14]1[NH:18][N:17]=[C:16]([O:19][C:20]2[CH:25]=[CH:24][C:23]([N+:26]([O-:28])=[O:27])=[C:22]([CH3:29])[CH:21]=2)[CH:15]=1.Cl. The catalyst is C(OCC)(=O)C. The product is [CH2:8]([NH:10][C:11]([N:18]1[C:14]([CH3:13])=[CH:15][C:16]([O:19][C:20]2[CH:25]=[CH:24][C:23]([N+:26]([O-:28])=[O:27])=[C:22]([CH3:29])[CH:21]=2)=[N:17]1)=[O:12])[CH3:9]. The yield is 0.592. (2) The reactants are [NH2:1][C:2]1[N:7]=[C:6](Cl)[CH:5]=[C:4]([CH:9]2[CH2:13][CH2:12][CH2:11][CH2:10]2)[N:3]=1.C([N:21]1[CH2:26][CH2:25][NH:24][CH2:23][CH2:22]1)(OC(C)(C)C)=O.CCN(CC)CC. The catalyst is CCO. The product is [CH:9]1([C:4]2[CH:5]=[C:6]([N:21]3[CH2:26][CH2:25][NH:24][CH2:23][CH2:22]3)[N:7]=[C:2]([NH2:1])[N:3]=2)[CH2:13][CH2:12][CH2:11][CH2:10]1. The yield is 0.110. (3) The yield is 0.700. The catalyst is CCOC(C)=O.CN(C=O)C. The reactants are [Cl:1][C:2]1[CH:10]=[C:9]2[C:5]([C:6]([C:12]3[N:13]=[C:14]4[C:20]([C:21]([OH:23])=O)=[CH:19][N:18]([CH2:24][O:25][CH2:26][CH2:27][Si:28]([CH3:31])([CH3:30])[CH3:29])[C:15]4=[N:16][CH:17]=3)=[N:7][N:8]2[CH3:11])=[CH:4][CH:3]=1.FC(F)(F)C(O)=O.[NH2:39][C@H:40]([CH3:45])[CH2:41][CH2:42][C:43]#[N:44].CN(C(ON1N=NC2C=CC=CC1=2)=[N+](C)C)C.F[P-](F)(F)(F)(F)F.C1C=CC2N(O)N=NC=2C=1.CCN(C(C)C)C(C)C. The product is [C:43]([CH2:42][CH2:41][C@H:40]([NH:39][C:21]([C:20]1[C:14]2[C:15](=[N:16][CH:17]=[C:12]([C:6]3[C:5]4[C:9](=[CH:10][C:2]([Cl:1])=[CH:3][CH:4]=4)[N:8]([CH3:11])[N:7]=3)[N:13]=2)[N:18]([CH2:24][O:25][CH2:26][CH2:27][Si:28]([CH3:30])([CH3:29])[CH3:31])[CH:19]=1)=[O:23])[CH3:45])#[N:44]. (4) The reactants are [NH2:1][C:2]1[CH:12]=[CH:11][C:5]([C:6]([O:8][CH2:9][CH3:10])=[O:7])=[C:4]([S:13][CH3:14])[CH:3]=1.[I:15]Cl.CC(O)=O. The catalyst is C(O)(=O)C.CCOC(C)=O. The product is [NH2:1][C:2]1[C:12]([I:15])=[CH:11][C:5]([C:6]([O:8][CH2:9][CH3:10])=[O:7])=[C:4]([S:13][CH3:14])[CH:3]=1. The yield is 0.530. (5) The reactants are [CH3:1][O:2][C:3]1[N:4]=[CH:5][N:6]([CH3:11])[C:7]=1[C:8]([NH2:10])=O.[H-].[Al+3].[Li+].[H-].[H-].[H-].Cl.[OH-].[K+]. The catalyst is C1COCC1.C(O)(C)C. The product is [CH3:1][O:2][C:3]1[N:4]=[CH:5][N:6]([CH3:11])[C:7]=1[CH2:8][NH2:10]. The yield is 0.380.